This data is from NCI-60 drug combinations with 297,098 pairs across 59 cell lines. The task is: Regression. Given two drug SMILES strings and cell line genomic features, predict the synergy score measuring deviation from expected non-interaction effect. (1) Cell line: HOP-62. Drug 2: C1CNP(=O)(OC1)N(CCCl)CCCl. Drug 1: CC1=C(N=C(N=C1N)C(CC(=O)N)NCC(C(=O)N)N)C(=O)NC(C(C2=CN=CN2)OC3C(C(C(C(O3)CO)O)O)OC4C(C(C(C(O4)CO)O)OC(=O)N)O)C(=O)NC(C)C(C(C)C(=O)NC(C(C)O)C(=O)NCCC5=NC(=CS5)C6=NC(=CS6)C(=O)NCCC[S+](C)C)O. Synergy scores: CSS=55.2, Synergy_ZIP=1.76, Synergy_Bliss=-0.938, Synergy_Loewe=-34.4, Synergy_HSA=-3.42. (2) Drug 1: CC1=C(C=C(C=C1)NC2=NC=CC(=N2)N(C)C3=CC4=NN(C(=C4C=C3)C)C)S(=O)(=O)N.Cl. Drug 2: CNC(=O)C1=CC=CC=C1SC2=CC3=C(C=C2)C(=NN3)C=CC4=CC=CC=N4. Cell line: HCT-15. Synergy scores: CSS=-1.32, Synergy_ZIP=0.781, Synergy_Bliss=-0.0410, Synergy_Loewe=-5.32, Synergy_HSA=-2.93. (3) Drug 1: CC1=C2C(C(=O)C3(C(CC4C(C3C(C(C2(C)C)(CC1OC(=O)C(C(C5=CC=CC=C5)NC(=O)OC(C)(C)C)O)O)OC(=O)C6=CC=CC=C6)(CO4)OC(=O)C)OC)C)OC. Drug 2: C1=CC(=CC=C1CC(C(=O)O)N)N(CCCl)CCCl.Cl. Cell line: CAKI-1. Synergy scores: CSS=50.6, Synergy_ZIP=-3.39, Synergy_Bliss=-6.30, Synergy_Loewe=-2.50, Synergy_HSA=0.453. (4) Drug 1: CNC(=O)C1=CC=CC=C1SC2=CC3=C(C=C2)C(=NN3)C=CC4=CC=CC=N4. Drug 2: CC1=C(C=C(C=C1)NC2=NC=CC(=N2)N(C)C3=CC4=NN(C(=C4C=C3)C)C)S(=O)(=O)N.Cl. Cell line: U251. Synergy scores: CSS=30.4, Synergy_ZIP=-4.34, Synergy_Bliss=2.66, Synergy_Loewe=7.09, Synergy_HSA=7.58. (5) Drug 1: CCC(=C(C1=CC=CC=C1)C2=CC=C(C=C2)OCCN(C)C)C3=CC=CC=C3.C(C(=O)O)C(CC(=O)O)(C(=O)O)O. Drug 2: C(CCl)NC(=O)N(CCCl)N=O. Cell line: HCT116. Synergy scores: CSS=32.3, Synergy_ZIP=-10.8, Synergy_Bliss=1.00, Synergy_Loewe=1.89, Synergy_HSA=2.15.